Regression. Given two drug SMILES strings and cell line genomic features, predict the synergy score measuring deviation from expected non-interaction effect. From a dataset of Merck oncology drug combination screen with 23,052 pairs across 39 cell lines. (1) Drug 1: N#Cc1ccc(Cn2cncc2CN2CCN(c3cccc(Cl)c3)C(=O)C2)cc1. Drug 2: NC1CCCCC1N.O=C(O)C(=O)O.[Pt+2]. Cell line: A375. Synergy scores: synergy=1.96. (2) Drug 1: CN(C)C(=N)N=C(N)N. Drug 2: CCc1cnn2c(NCc3ccc[n+]([O-])c3)cc(N3CCCCC3CCO)nc12. Cell line: DLD1. Synergy scores: synergy=5.96. (3) Drug 1: NC1(c2ccc(-c3nc4ccn5c(=O)[nH]nc5c4cc3-c3ccccc3)cc2)CCC1. Drug 2: Cc1nc(Nc2ncc(C(=O)Nc3c(C)cccc3Cl)s2)cc(N2CCN(CCO)CC2)n1. Cell line: LNCAP. Synergy scores: synergy=34.5. (4) Synergy scores: synergy=44.4. Cell line: RKO. Drug 2: Cn1c(=O)n(-c2ccc(C(C)(C)C#N)cc2)c2c3cc(-c4cnc5ccccc5c4)ccc3ncc21. Drug 1: COC1CC2CCC(C)C(O)(O2)C(=O)C(=O)N2CCCCC2C(=O)OC(C(C)CC2CCC(OP(C)(C)=O)C(OC)C2)CC(=O)C(C)C=C(C)C(O)C(OC)C(=O)C(C)CC(C)C=CC=CC=C1C. (5) Drug 1: CC1(c2nc3c(C(N)=O)cccc3[nH]2)CCCN1. Cell line: UWB1289. Synergy scores: synergy=-18.5. Drug 2: CCC1(O)C(=O)OCc2c1cc1n(c2=O)Cc2cc3c(CN(C)C)c(O)ccc3nc2-1. (6) Drug 2: O=C(NOCC(O)CO)c1ccc(F)c(F)c1Nc1ccc(I)cc1F. Cell line: HT29. Synergy scores: synergy=3.15. Drug 1: O=c1[nH]cc(F)c(=O)[nH]1. (7) Drug 1: O=S1(=O)NC2(CN1CC(F)(F)F)C1CCC2Cc2cc(C=CCN3CCC(C(F)(F)F)CC3)ccc2C1. Drug 2: COc1cc(C2c3cc4c(cc3C(OC3OC5COC(C)OC5C(O)C3O)C3COC(=O)C23)OCO4)cc(OC)c1O. Cell line: VCAP. Synergy scores: synergy=12.6.